Dataset: Forward reaction prediction with 1.9M reactions from USPTO patents (1976-2016). Task: Predict the product of the given reaction. (1) The product is: [F:1][C:2]1[CH:42]=[CH:41][C:5]([CH2:6][N:7]([CH3:40])[C:8]([C@@:10]2([C:32]3[CH:37]=[CH:36][C:35]([Cl:38])=[C:34]([Cl:39])[CH:33]=3)[CH2:12][C@H:11]2[CH2:13][CH2:14][CH2:15][N:16]2[CH2:17][CH2:18][C:19]([NH:28][C:29](=[O:31])[CH3:30])([C:22]3[CH:27]=[CH:26][CH:25]=[CH:24][CH:23]=3)[CH2:20][CH2:21]2)=[O:9])=[CH:4][CH:3]=1. Given the reactants [F:1][C:2]1[CH:42]=[CH:41][C:5]([CH2:6][N:7]([CH3:40])[C:8]([C@@:10]2([C:32]3[CH:37]=[CH:36][C:35]([Cl:38])=[C:34]([Cl:39])[CH:33]=3)[CH2:12][C@H:11]2/[CH:13]=[CH:14]/[CH2:15][N:16]2[CH2:21][CH2:20][C:19]([NH:28][C:29](=[O:31])[CH3:30])([C:22]3[CH:27]=[CH:26][CH:25]=[CH:24][CH:23]=3)[CH2:18][CH2:17]2)=[O:9])=[CH:4][CH:3]=1, predict the reaction product. (2) Given the reactants Cl[CH2:2][C:3]1[CH:8]=[CH:7][C:6]([CH2:9][CH2:10][C:11]2[CH:16]=[CH:15][CH:14]=[CH:13][CH:12]=2)=[CH:5][CH:4]=1.C(=O)([O-])[O-].[K+].[K+].[C:23]([C:25]1[CH:30]=[CH:29][C:28]([CH2:31][CH2:32][CH:33](/[CH:45]=[CH:46]/[C:47]2[CH:52]=[CH:51][CH:50]=[CH:49][C:48]=2[OH:53])[CH2:34][C:35]2[CH:44]=[CH:43][C:38]([C:39]([O:41][CH3:42])=[O:40])=[CH:37][CH:36]=2)=[CH:27][CH:26]=1)#[N:24], predict the reaction product. The product is: [C:23]([C:25]1[CH:30]=[CH:29][C:28]([CH2:31][CH2:32][CH:33](/[CH:45]=[CH:46]/[C:47]2[CH:52]=[CH:51][CH:50]=[CH:49][C:48]=2[O:53][CH2:2][C:3]2[CH:8]=[CH:7][C:6]([CH2:9][CH2:10][C:11]3[CH:16]=[CH:15][CH:14]=[CH:13][CH:12]=3)=[CH:5][CH:4]=2)[CH2:34][C:35]2[CH:36]=[CH:37][C:38]([C:39]([O:41][CH3:42])=[O:40])=[CH:43][CH:44]=2)=[CH:27][CH:26]=1)#[N:24]. (3) Given the reactants C(NC(C)C)(C)C.C([Li])CCC.[CH3:13][O:14][C:15](=[O:26])[CH2:16][C:17]1[CH:22]=[CH:21][C:20]([S:23][CH3:24])=[C:19]([Cl:25])[CH:18]=1.I[CH2:28][CH:29]1[CH2:34][CH2:33][O:32][CH2:31][CH2:30]1, predict the reaction product. The product is: [CH3:13][O:14][C:15](=[O:26])[CH:16]([C:17]1[CH:22]=[CH:21][C:20]([S:23][CH3:24])=[C:19]([Cl:25])[CH:18]=1)[CH2:28][CH:29]1[CH2:34][CH2:33][O:32][CH2:31][CH2:30]1.